The task is: Regression. Given two drug SMILES strings and cell line genomic features, predict the synergy score measuring deviation from expected non-interaction effect.. This data is from NCI-60 drug combinations with 297,098 pairs across 59 cell lines. (1) Drug 1: C1=NC2=C(N1)C(=S)N=CN2. Drug 2: C1=NC2=C(N=C(N=C2N1C3C(C(C(O3)CO)O)F)Cl)N. Cell line: OVCAR-4. Synergy scores: CSS=-0.0805, Synergy_ZIP=-0.933, Synergy_Bliss=-0.101, Synergy_Loewe=-1.04, Synergy_HSA=-0.655. (2) Drug 2: C1CN1C2=NC(=NC(=N2)N3CC3)N4CC4. Cell line: SK-MEL-2. Drug 1: CC1=C(C(CCC1)(C)C)C=CC(=CC=CC(=CC(=O)O)C)C. Synergy scores: CSS=17.8, Synergy_ZIP=-7.16, Synergy_Bliss=-5.97, Synergy_Loewe=-11.8, Synergy_HSA=-7.09. (3) Drug 1: C1=C(C(=O)NC(=O)N1)F. Drug 2: CCC(=C(C1=CC=CC=C1)C2=CC=C(C=C2)OCCN(C)C)C3=CC=CC=C3.C(C(=O)O)C(CC(=O)O)(C(=O)O)O. Cell line: NCI-H460. Synergy scores: CSS=38.6, Synergy_ZIP=-3.23, Synergy_Bliss=-11.9, Synergy_Loewe=-17.3, Synergy_HSA=-11.9. (4) Drug 2: C1C(C(OC1N2C=NC3=C2NC=NCC3O)CO)O. Drug 1: CC1OCC2C(O1)C(C(C(O2)OC3C4COC(=O)C4C(C5=CC6=C(C=C35)OCO6)C7=CC(=C(C(=C7)OC)O)OC)O)O. Synergy scores: CSS=25.4, Synergy_ZIP=-7.30, Synergy_Bliss=0.432, Synergy_Loewe=-5.54, Synergy_HSA=2.00. Cell line: MCF7.